Dataset: NCI-60 drug combinations with 297,098 pairs across 59 cell lines. Task: Regression. Given two drug SMILES strings and cell line genomic features, predict the synergy score measuring deviation from expected non-interaction effect. (1) Drug 1: C1CCC(CC1)NC(=O)N(CCCl)N=O. Drug 2: C1=C(C(=O)NC(=O)N1)F. Cell line: NCI-H322M. Synergy scores: CSS=29.5, Synergy_ZIP=-2.43, Synergy_Bliss=-4.36, Synergy_Loewe=-9.17, Synergy_HSA=-2.99. (2) Drug 2: C1=CC=C(C=C1)NC(=O)CCCCCCC(=O)NO. Synergy scores: CSS=7.64, Synergy_ZIP=-2.54, Synergy_Bliss=-3.03, Synergy_Loewe=-21.6, Synergy_HSA=-3.35. Drug 1: COC1=NC(=NC2=C1N=CN2C3C(C(C(O3)CO)O)O)N. Cell line: BT-549.